From a dataset of NCI-60 drug combinations with 297,098 pairs across 59 cell lines. Regression. Given two drug SMILES strings and cell line genomic features, predict the synergy score measuring deviation from expected non-interaction effect. (1) Drug 1: CC1=C2C(C(=O)C3(C(CC4C(C3C(C(C2(C)C)(CC1OC(=O)C(C(C5=CC=CC=C5)NC(=O)OC(C)(C)C)O)O)OC(=O)C6=CC=CC=C6)(CO4)OC(=O)C)O)C)O. Drug 2: CC12CCC3C(C1CCC2OP(=O)(O)O)CCC4=C3C=CC(=C4)OC(=O)N(CCCl)CCCl.[Na+]. Cell line: 786-0. Synergy scores: CSS=44.0, Synergy_ZIP=14.5, Synergy_Bliss=15.5, Synergy_Loewe=20.2, Synergy_HSA=15.9. (2) Drug 1: C1CCC(C1)C(CC#N)N2C=C(C=N2)C3=C4C=CNC4=NC=N3. Drug 2: CCCS(=O)(=O)NC1=C(C(=C(C=C1)F)C(=O)C2=CNC3=C2C=C(C=N3)C4=CC=C(C=C4)Cl)F. Cell line: PC-3. Synergy scores: CSS=-4.94, Synergy_ZIP=2.50, Synergy_Bliss=-0.0132, Synergy_Loewe=-2.60, Synergy_HSA=-3.03. (3) Drug 1: CC1C(C(CC(O1)OC2CC(CC3=C2C(=C4C(=C3O)C(=O)C5=C(C4=O)C(=CC=C5)OC)O)(C(=O)CO)O)N)O.Cl. Drug 2: CC1=C(N=C(N=C1N)C(CC(=O)N)NCC(C(=O)N)N)C(=O)NC(C(C2=CN=CN2)OC3C(C(C(C(O3)CO)O)O)OC4C(C(C(C(O4)CO)O)OC(=O)N)O)C(=O)NC(C)C(C(C)C(=O)NC(C(C)O)C(=O)NCCC5=NC(=CS5)C6=NC(=CS6)C(=O)NCCC[S+](C)C)O. Cell line: LOX IMVI. Synergy scores: CSS=50.2, Synergy_ZIP=-8.00, Synergy_Bliss=-3.92, Synergy_Loewe=1.49, Synergy_HSA=2.46. (4) Drug 1: CC1=C2C(C(=O)C3(C(CC4C(C3C(C(C2(C)C)(CC1OC(=O)C(C(C5=CC=CC=C5)NC(=O)C6=CC=CC=C6)O)O)OC(=O)C7=CC=CC=C7)(CO4)OC(=O)C)O)C)OC(=O)C. Drug 2: C(CC(=O)O)C(=O)CN.Cl. Cell line: PC-3. Synergy scores: CSS=36.5, Synergy_ZIP=-4.35, Synergy_Bliss=0.637, Synergy_Loewe=-34.8, Synergy_HSA=2.45. (5) Drug 1: C1=NC2=C(N=C(N=C2N1C3C(C(C(O3)CO)O)O)F)N. Drug 2: CC1CCC2CC(C(=CC=CC=CC(CC(C(=O)C(C(C(=CC(C(=O)CC(OC(=O)C3CCCCN3C(=O)C(=O)C1(O2)O)C(C)CC4CCC(C(C4)OC)OCCO)C)C)O)OC)C)C)C)OC. Cell line: HT29. Synergy scores: CSS=-4.61, Synergy_ZIP=0.609, Synergy_Bliss=-2.89, Synergy_Loewe=-5.41, Synergy_HSA=-5.96. (6) Drug 1: CS(=O)(=O)CCNCC1=CC=C(O1)C2=CC3=C(C=C2)N=CN=C3NC4=CC(=C(C=C4)OCC5=CC(=CC=C5)F)Cl. Drug 2: N.N.Cl[Pt+2]Cl. Cell line: EKVX. Synergy scores: CSS=27.5, Synergy_ZIP=-5.50, Synergy_Bliss=-0.194, Synergy_Loewe=3.75, Synergy_HSA=4.40.